Dataset: Reaction yield outcomes from USPTO patents with 853,638 reactions. Task: Predict the reaction yield, written as a fraction of the theoretical maximum amount of product (1.0 means a 100% yield; for example, 0.34 means a 34% yield). (1) The reactants are C(Cl)(=O)C(Cl)=O.CS(C)=O.[OH:11][CH2:12][C@H:13]([C@@H:15]1[C@:23]2([CH3:24])[C@H:18]([C@@H:19]([O:25][C:26](=[O:28])[CH3:27])[CH2:20][CH2:21][CH2:22]2)[CH2:17][CH2:16]1)[CH3:14]. The catalyst is ClCCl. The product is [CH3:24][C@@:23]12[C@@H:15]([C@@H:13]([CH:12]=[O:11])[CH3:14])[CH2:16][CH2:17][C@H:18]1[C@@H:19]([O:25][C:26](=[O:28])[CH3:27])[CH2:20][CH2:21][CH2:22]2. The yield is 0.940. (2) The reactants are [CH3:1][C@H:2]([NH:7][C:8]([C:10]1[C:18]2[C:13](=[N:14][CH:15]=[C:16]([C:19]3[S:20][C:21]([C:24](=[O:32])[NH:25][CH:26]4[CH2:31][CH2:30][O:29][CH2:28][CH2:27]4)=[CH:22][CH:23]=3)[N:17]=2)[N:12](COCC[Si](C)(C)C)[CH:11]=1)=[O:9])[C:3]([CH3:6])([CH3:5])[CH3:4].FC(F)(F)C(O)=O.C([O-])(=O)C.[Na+].O. The catalyst is ClCCl.C(OCC)(=O)C. The product is [CH3:1][C@H:2]([NH:7][C:8]([C:10]1[C:18]2[C:13](=[N:14][CH:15]=[C:16]([C:19]3[S:20][C:21]([C:24](=[O:32])[NH:25][CH:26]4[CH2:31][CH2:30][O:29][CH2:28][CH2:27]4)=[CH:22][CH:23]=3)[N:17]=2)[NH:12][CH:11]=1)=[O:9])[C:3]([CH3:5])([CH3:4])[CH3:6]. The yield is 0.790. (3) The reactants are [C:1]([O:4][C@H:5]1[C@H:9]([O:10][C:11](=[O:13])[CH3:12])[C@H:8]([C:14]2[C:18]3[N:19]=[CH:20][NH:21][C:22](=O)[C:17]=3[NH:16][CH:15]=2)[N:7]([C:24]([O:26][C:27]([CH3:30])([CH3:29])[CH3:28])=[O:25])[C@@H:6]1[CH2:31][O:32][C:33](=[O:35])[CH3:34])(=[O:3])[CH3:2].CN(C)C1C=CC=CC=1.O=P(Cl)(Cl)[Cl:47].C(Cl)(Cl)Cl. The catalyst is C(#N)C.[Cl-].C([N+](CC)(CC)CC)C1C=CC=CC=1.CO. The product is [C:1]([O:4][C@H:5]1[C@H:9]([O:10][C:11](=[O:13])[CH3:12])[C@H:8]([C:14]2[C:18]3[N:19]=[CH:20][N:21]=[C:22]([Cl:47])[C:17]=3[NH:16][CH:15]=2)[N:7]([C:24]([O:26][C:27]([CH3:30])([CH3:29])[CH3:28])=[O:25])[C@@H:6]1[CH2:31][O:32][C:33](=[O:35])[CH3:34])(=[O:3])[CH3:2]. The yield is 0.440.